Dataset: Catalyst prediction with 721,799 reactions and 888 catalyst types from USPTO. Task: Predict which catalyst facilitates the given reaction. (1) Reactant: O[C:2]([C:5]1[CH:10]=[CH:9][CH:8]=[CH:7][C:6]=1[C:11]1([OH:18])[CH2:16][CH2:15][N:14]([CH3:17])[CH2:13][CH2:12]1)([CH3:4])[CH3:3].B(F)(F)F.CCOCC. Product: [CH3:17][N:14]1[CH2:13][CH2:12][C:11]2([C:6]3[CH:7]=[CH:8][CH:9]=[CH:10][C:5]=3[C:2]([CH3:3])([CH3:4])[O:18]2)[CH2:16][CH2:15]1. The catalyst class is: 48. (2) Product: [N+:13]([C:5]1[CH:4]=[C:3]([OH:2])[CH:8]=[C:7]([C:9]([F:10])([F:11])[F:12])[CH:6]=1)([O-:15])=[O:14]. The catalyst class is: 2. Reactant: C[O:2][C:3]1[CH:8]=[C:7]([C:9]([F:12])([F:11])[F:10])[CH:6]=[C:5]([N+:13]([O-:15])=[O:14])[CH:4]=1.B(Br)(Br)Br. (3) Reactant: [C:1](Cl)(=[O:3])[CH3:2].[Cl:5][C:6]1[CH:7]=[CH:8][C:9]2[N:18]([C:19]([C:21]3[CH:26]=[CH:25][C:24]([CH2:27][CH2:28][C:29]([N:31]4[CH2:36][CH2:35][NH:34][CH2:33][CH2:32]4)=[O:30])=[C:23]([CH3:37])[CH:22]=3)=[O:20])[CH2:17][C:16]3[CH:15]=[N:14][N:13]([CH3:38])[C:12]=3[NH:11][C:10]=2[CH:39]=1. Product: [C:1]([N:34]1[CH2:33][CH2:32][N:31]([C:29](=[O:30])[CH2:28][CH2:27][C:24]2[CH:25]=[CH:26][C:21]([C:19]([N:18]3[CH2:17][C:16]4[CH:15]=[N:14][N:13]([CH3:38])[C:12]=4[NH:11][C:10]4[CH:39]=[C:6]([Cl:5])[CH:7]=[CH:8][C:9]3=4)=[O:20])=[CH:22][C:23]=2[CH3:37])[CH2:36][CH2:35]1)(=[O:3])[CH3:2]. The catalyst class is: 236. (4) Reactant: C1C=CC(P(C2C=CC3C(=CC=CC=3)C=2C2C3C(=CC=CC=3)C=CC=2P(C2C=CC=CC=2)C2C=CC=CC=2)C2C=CC=CC=2)=CC=1.Br[C:48]1[C:53]2[CH:54]=[C:55]([C:57]([CH3:60])([CH3:59])[CH3:58])[O:56][C:52]=2[C:51]([C:61]#[N:62])=[CH:50][C:49]=1[C:63]1[CH:68]=[CH:67][CH:66]=[CH:65][CH:64]=1.[CH3:69][N:70]([CH3:76])[C@H:71]1[CH2:75][CH2:74][NH:73][CH2:72]1.CC(C)([O-])C.[Na+]. Product: [C:57]([C:55]1[O:56][C:52]2[C:51]([C:61]#[N:62])=[CH:50][C:49]([C:63]3[CH:68]=[CH:67][CH:66]=[CH:65][CH:64]=3)=[C:48]([N:73]3[CH2:74][CH2:75][C@H:71]([N:70]([CH3:76])[CH3:69])[CH2:72]3)[C:53]=2[CH:54]=1)([CH3:60])([CH3:59])[CH3:58]. The catalyst class is: 493.